Predict which catalyst facilitates the given reaction. From a dataset of Catalyst prediction with 721,799 reactions and 888 catalyst types from USPTO. Reactant: [OH-:1].[Na+].C(O[C:11]([NH:13][C@H:14]([C:18](O)=O)[CH:15]([CH3:17])[CH3:16])=O)C1C=CC=CC=1.COC(=O)[CH2:24][NH2:25].C(Cl)Cl.[CH3:30][OH:31].[C:32](O)([CH3:35])([CH3:34])[CH3:33]. Product: [C:32]([O:1][C:30]([N:25]1[CH2:24][CH2:11][NH:13][C@@H:14]([CH:15]([CH3:16])[CH3:17])[CH2:18]1)=[O:31])([CH3:35])([CH3:34])[CH3:33]. The catalyst class is: 6.